From a dataset of Full USPTO retrosynthesis dataset with 1.9M reactions from patents (1976-2016). Predict the reactants needed to synthesize the given product. (1) Given the product [F:1][C:2]([F:7])([F:6])[C:3]([OH:5])=[O:4].[CH3:17][O:16][C:15]1[C:10]([O:9][CH3:8])=[CH:11][C:12]2[N:13]([C:21]([NH2:20])=[N:19][CH:18]=2)[N:14]=1, predict the reactants needed to synthesize it. The reactants are: [F:1][C:2]([F:7])([F:6])[C:3]([OH:5])=[O:4].[CH3:8][O:9][C:10]1[CH:11]=[C:12]([CH2:18][NH2:19])[N:13]=[N:14][C:15]=1[O:16][CH3:17].[N:20]#[C:21]Br. (2) Given the product [Cl:4][C:5]1[CH:10]=[C:9]([Cl:11])[CH:8]=[CH:7][C:6]=1[C:12]1[N:13]=[C:14](/[CH:19]=[CH:20]/[C:21]2[CH:22]=[C:23]3[C:28](=[CH:29][CH:30]=2)[CH:27]=[C:26]([OH:31])[CH:25]=[CH:24]3)[N:15]([CH2:17][CH3:18])[CH:16]=1, predict the reactants needed to synthesize it. The reactants are: BrCC.[Cl:4][C:5]1[CH:10]=[C:9]([Cl:11])[CH:8]=[CH:7][C:6]=1[C:12]1[N:13]=[C:14](/[CH:19]=[CH:20]/[C:21]2[CH:30]=[CH:29][C:28]3[C:23](=[CH:24][CH:25]=[C:26]([O:31]C)[CH:27]=3)[CH:22]=2)[N:15]([CH2:17][CH3:18])[CH:16]=1. (3) Given the product [CH3:5][C:3]1([CH3:4])[CH2:2][O:19][C:7]([C:8]2[CH:9]=[CH:10][C:11]([O:14][C:15]([F:16])([F:17])[F:18])=[CH:12][CH:13]=2)=[N:6]1, predict the reactants needed to synthesize it. The reactants are: O[CH2:2][C:3]([NH:6][C:7](=[O:19])[C:8]1[CH:13]=[CH:12][C:11]([O:14][C:15]([F:18])([F:17])[F:16])=[CH:10][CH:9]=1)([CH3:5])[CH3:4].S(Cl)(Cl)=O.[OH-].[K+]. (4) Given the product [C:1]([N:5]1[C:9]([CH2:10][CH2:11][CH3:12])=[CH:8][C:7]([CH2:13][CH2:14][CH2:15][N:28]2[CH2:29][CH2:30][N:25]([C:19]3[CH:20]=[CH:21][CH:22]=[C:23]([CH3:24])[C:18]=3[CH3:17])[CH2:26][CH2:27]2)=[N:6]1)([CH3:4])([CH3:3])[CH3:2], predict the reactants needed to synthesize it. The reactants are: [C:1]([N:5]1[C:9]([CH2:10][CH2:11][CH3:12])=[CH:8][C:7]([CH2:13][CH2:14][CH:15]=O)=[N:6]1)([CH3:4])([CH3:3])[CH3:2].[CH3:17][C:18]1[C:23]([CH3:24])=[CH:22][CH:21]=[CH:20][C:19]=1[N:25]1[CH2:30][CH2:29][NH:28][CH2:27][CH2:26]1.CCN(C(C)C)C(C)C.[BH-](OC(C)=O)(OC(C)=O)OC(C)=O.[Na+]. (5) Given the product [Cl:1][C:2]([O:4][CH2:5][CH:6]=[CH2:7])=[O:3].[CH:7]([N:10]([CH:13]([CH3:15])[CH3:14])[CH2:11][CH3:12])([CH3:9])[CH3:8], predict the reactants needed to synthesize it. The reactants are: [Cl:1][C:2]([O:4][CH2:5][CH3:6])=[O:3].[CH:7]([N:10]([CH:13]([CH3:15])[CH3:14])[CH2:11][CH3:12])([CH3:9])[CH3:8]. (6) Given the product [F:10][C:7]([F:8])([F:9])[C:6]([NH:14][C@H:15]1[C:23]2[C:18](=[CH:19][CH:20]=[CH:21][CH:22]=2)[CH2:17][CH2:16]1)=[O:11], predict the reactants needed to synthesize it. The reactants are: [F:8][C:7]([F:10])([F:9])[C:6](O[C:6](=[O:11])[C:7]([F:10])([F:9])[F:8])=[O:11].[NH2:14][C@H:15]1[C:23]2[C:18](=[CH:19][CH:20]=[CH:21][CH:22]=2)[CH2:17][CH2:16]1.[OH-].[K+]. (7) Given the product [ClH:31].[F:30][C:25]1[CH:26]=[CH:27][CH:28]=[CH:29][C:24]=1[N:17]1[C:18]2[C:23](=[CH:22][CH:21]=[CH:20][CH:19]=2)[C:15]([O:14][CH:11]2[CH2:12][CH2:13][NH:8][CH2:9][CH2:10]2)=[N:16]1, predict the reactants needed to synthesize it. The reactants are: C(OC([N:8]1[CH2:13][CH2:12][CH:11]([O:14][C:15]2[C:23]3[C:18](=[CH:19][CH:20]=[CH:21][CH:22]=3)[N:17]([C:24]3[CH:29]=[CH:28][CH:27]=[CH:26][C:25]=3[F:30])[N:16]=2)[CH2:10][CH2:9]1)=O)(C)(C)C.[ClH:31]. (8) Given the product [Cl:19][C:15]1[CH:14]=[C:13]([N:1]2[CH:5]=[CH:4][C:3]([C:6]3[CH:11]=[CH:10][CH:9]=[CH:8][N:7]=3)=[N:2]2)[CH:18]=[CH:17][CH:16]=1, predict the reactants needed to synthesize it. The reactants are: [NH:1]1[CH:5]=[CH:4][C:3]([C:6]2[CH:11]=[CH:10][CH:9]=[CH:8][N:7]=2)=[N:2]1.F[C:13]1[CH:14]=[C:15]([Cl:19])[CH:16]=[CH:17][CH:18]=1.C([O-])([O-])=O.[K+].[K+].O.